Dataset: Catalyst prediction with 721,799 reactions and 888 catalyst types from USPTO. Task: Predict which catalyst facilitates the given reaction. (1) Reactant: [C:1](/[N:3]=[C:4](\[S:15][CH3:16])/[NH:5][C:6]1[CH:11]=[C:10]([Cl:12])[C:9]([Cl:13])=[C:8]([Cl:14])[CH:7]=1)#[N:2].[H-].[Na+].[CH3:19]I. Product: [C:1](/[N:3]=[C:4](\[S:15][CH3:16])/[N:5]([CH3:19])[C:6]1[CH:7]=[C:8]([Cl:14])[C:9]([Cl:13])=[C:10]([Cl:12])[CH:11]=1)#[N:2]. The catalyst class is: 31. (2) Reactant: [C:1]([Si:5]([O:8]/[C:9](/[C:12]1[CH:17]=[CH:16][CH:15]=[C:14](Cl)[CH:13]=1)=[CH:10]\[CH3:11])([CH3:7])[CH3:6])([CH3:4])([CH3:3])[CH3:2].[C:19]1(C(=O)CC)[C:28]2[C:19](=[CH:20][CH:21]=CC=2)[CH:28]=[CH:21][CH:20]=1.[Si](OS(C(F)(F)F)(=O)=O)(C(C)(C)C)(C)C.CCN(CC)CC. Product: [C:1]([Si:5]([CH3:7])([CH3:6])[O:8]/[C:9](/[C:12]1[C:13]2[C:14](=[CH:28][CH:19]=[CH:20][CH:21]=2)[CH:15]=[CH:16][CH:17]=1)=[CH:10]\[CH3:11])([CH3:4])([CH3:3])[CH3:2]. The catalyst class is: 2. (3) Reactant: [NH2:1][C:2]1[CH:11]=[C:10]([Br:12])[CH:9]=[CH:8][C:3]=1[C:4]([O:6][CH3:7])=[O:5].C(N(CC)CC)C.Cl[CH2:21][CH2:22][CH2:23][S:24](Cl)(=[O:26])=[O:25].O. Product: [Br:12][C:10]1[CH:9]=[CH:8][C:3]([C:4]([O:6][CH3:7])=[O:5])=[C:2]([N:1]2[CH2:21][CH2:22][CH2:23][S:24]2(=[O:26])=[O:25])[CH:11]=1. The catalyst class is: 2. (4) Product: [CH3:23][C:20]([O:19][CH:14]([C:7]1[N:8]([CH3:13])[C:9](=[O:12])[C:10]2[C:5]([C:6]=1[C:24]1[CH:29]=[CH:28][C:27]([CH3:30])=[C:26]([CH3:31])[CH:25]=1)=[CH:4][CH:3]=[C:2]([C:76]([NH:35][CH2:33][CH3:34])=[O:77])[CH:11]=2)[C:15]([O:17][CH3:18])=[O:16])([CH3:22])[CH3:21]. The catalyst class is: 318. Reactant: Br[C:2]1[CH:11]=[C:10]2[C:5]([C:6]([C:24]3[CH:29]=[CH:28][C:27]([CH3:30])=[C:26]([CH3:31])[CH:25]=3)=[C:7]([CH:14]([O:19][C:20]([CH3:23])([CH3:22])[CH3:21])[C:15]([O:17][CH3:18])=[O:16])[N:8]([CH3:13])[C:9]2=[O:12])=[CH:4][CH:3]=1.Cl.[CH2:33]([NH2:35])[CH3:34].CCN(C(C)C)C(C)C.C1(P(C2C=CC=CC=2)CCCP(C2C=CC=CC=2)C2C=CC=CC=2)C=CC=CC=1.CN(C)[CH:76]=[O:77]. (5) Reactant: CN1CCOCC1.[NH2:8][C:9]1[C:10]2[C:17]([C:18]([OH:20])=O)=[CH:16][N:15]([C@@H:21]3[O:33][C@H:32]([CH2:34][O:35][C:36](=[O:38])[CH3:37])[C@@H:27]([O:28][C:29](=[O:31])[CH3:30])[C@@:22]3([CH3:39])[O:23][C:24](=[O:26])[CH3:25])[C:11]=2[N:12]=[CH:13][N:14]=1.[NH:40]([C:42]([O:44][C:45]([CH3:48])([CH3:47])[CH3:46])=[O:43])[NH2:41].O.N1(O)C2C=CC=CC=2N=N1. Product: [NH2:8][C:9]1[C:10]2[C:17]([C:18]([NH:41][NH:40][C:42]([O:44][C:45]([CH3:48])([CH3:47])[CH3:46])=[O:43])=[O:20])=[CH:16][N:15]([C@@H:21]3[O:33][C@H:32]([CH2:27][O:28][C:29](=[O:31])[CH3:30])[C@@H:34]([O:35][C:36](=[O:38])[CH3:37])[C@@:22]3([CH3:39])[O:23][C:24](=[O:26])[CH3:25])[C:11]=2[N:12]=[CH:13][N:14]=1. The catalyst class is: 1. (6) Reactant: [F:1][CH:2]([F:22])[C:3]1[NH:7][C:6]2[C:8]([C:18]([O:20][CH3:21])=[O:19])=[CH:9][C:10]([N:12]3[CH2:17][CH2:16][O:15][CH2:14][CH2:13]3)=[CH:11][C:5]=2[N:4]=1.C([O-])([O-])=O.[K+].[K+].Br[CH2:30][C:31]1[C:40]2[C:35](=[CH:36][CH:37]=[CH:38][CH:39]=2)[CH:34]=[CH:33][CH:32]=1. Product: [F:22][CH:2]([F:1])[C:3]1[N:4]([CH2:30][C:31]2[C:40]3[C:35](=[CH:36][CH:37]=[CH:38][CH:39]=3)[CH:34]=[CH:33][CH:32]=2)[C:5]2[CH:11]=[C:10]([N:12]3[CH2:17][CH2:16][O:15][CH2:14][CH2:13]3)[CH:9]=[C:8]([C:18]([O:20][CH3:21])=[O:19])[C:6]=2[N:7]=1. The catalyst class is: 3. (7) Reactant: C(N(CC)CC)C.[O:8]=[C:9]1[C:18]2[C:13](=[CH:14][CH:15]=[CH:16][CH:17]=2)[C:12]([CH2:19][C:20]2[CH:25]=[CH:24][N:23]=[C:22]([C:26]([OH:28])=O)[CH:21]=2)=[N:11][NH:10]1.Cl.[CH:30]1([O:35][CH:36]2[CH2:41][CH2:40][NH:39][CH2:38][CH2:37]2)[CH2:34][CH2:33][CH2:32][CH2:31]1.F[P-](F)(F)(F)(F)F.N1(OC(N(C)C)=[N+](C)C)C2C=CC=CC=2N=N1. Product: [CH:30]1([O:35][CH:36]2[CH2:41][CH2:40][N:39]([C:26]([C:22]3[CH:21]=[C:20]([CH2:19][C:12]4[C:13]5[C:18](=[CH:17][CH:16]=[CH:15][CH:14]=5)[C:9](=[O:8])[NH:10][N:11]=4)[CH:25]=[CH:24][N:23]=3)=[O:28])[CH2:38][CH2:37]2)[CH2:34][CH2:33][CH2:32][CH2:31]1. The catalyst class is: 44. (8) Reactant: [Cl:1][C:2]1[N:7]=[N:6][C:5]([N:8]2[CH2:13][CH2:12][N:11]([CH2:14][CH2:15][CH2:16][OH:17])[CH2:10][CH2:9]2)=[CH:4][CH:3]=1.[O:18]([C:21]1[CH:26]=[CH:25][C:24](O)=[CH:23][CH:22]=1)[CH2:19][CH3:20].C1(P(C2C=CC=CC=2)C2C=CC=CC=2)C=CC=CC=1.CCOC(/N=N/C(OCC)=O)=O. Product: [O:18]([C:21]1[CH:26]=[CH:25][C:24]([O:17][CH2:16][CH2:15][CH2:14][N:11]2[CH2:12][CH2:13][N:8]([C:5]3[N:6]=[N:7][C:2]([Cl:1])=[CH:3][CH:4]=3)[CH2:9][CH2:10]2)=[CH:23][CH:22]=1)[CH2:19][CH3:20]. The catalyst class is: 1.